Dataset: Forward reaction prediction with 1.9M reactions from USPTO patents (1976-2016). Task: Predict the product of the given reaction. Given the reactants [CH2:1]([C:3]1[O:7][C:6]([C:8]2[CH:9]=[N:10][NH:11][C:12]=2[NH2:13])=[N:5][CH:4]=1)[CH3:2].[NH:14]1[C:18]2[CH:19]=[CH:20][C:21]([C:23](=O)[CH2:24][C:25](OCC)=[O:26])=[CH:22][C:17]=2[N:16]=[N:15]1.CC1C=CC(S(O)(=O)=O)=CC=1, predict the reaction product. The product is: [NH:14]1[C:18]2[CH:19]=[CH:20][C:21]([C:23]3[NH:13][C:12]4[N:11]([N:10]=[CH:9][C:8]=4[C:6]4[O:7][C:3]([CH2:1][CH3:2])=[CH:4][N:5]=4)[C:25](=[O:26])[CH:24]=3)=[CH:22][C:17]=2[N:16]=[N:15]1.